Predict which catalyst facilitates the given reaction. From a dataset of Catalyst prediction with 721,799 reactions and 888 catalyst types from USPTO. (1) Reactant: [CH2:1]([N:3]1[CH:7]=[C:6]([C:8]2[CH:13]=[CH:12][N:11]=[C:10]3[NH:14][C:15]([C:17]4[CH:22]=[CH:21][C:20]([CH2:23][N:24]5[CH2:29][CH2:28][O:27][CH2:26][CH2:25]5)=[CH:19][CH:18]=4)=[CH:16][C:9]=23)[C:5]([C:30]2[CH:35]=[CH:34][C:33]([NH2:36])=[CH:32][CH:31]=2)=[N:4]1)[CH3:2].[CH2:37]([N:39]([CH2:42][CH3:43])[CH2:40]C)[CH3:38].ClC(OC(C)=C)=[O:46].N1CCCC1. Product: [CH2:1]([N:3]1[CH:7]=[C:6]([C:8]2[CH:13]=[CH:12][N:11]=[C:10]3[NH:14][C:15]([C:17]4[CH:22]=[CH:21][C:20]([CH2:23][N:24]5[CH2:29][CH2:28][O:27][CH2:26][CH2:25]5)=[CH:19][CH:18]=4)=[CH:16][C:9]=23)[C:5]([C:30]2[CH:35]=[CH:34][C:33]([NH:36][C:40]([N:39]3[CH2:42][CH2:43][CH2:38][CH2:37]3)=[O:46])=[CH:32][CH:31]=2)=[N:4]1)[CH3:2]. The catalyst class is: 7. (2) Reactant: [Br:1][C:2]1[CH:3]=[CH:4][C:5]2[N:6]([C:16]3[CH:17]=[CH:18][C:19]4[N:20]([C:29]5[CH:34]=[CH:33][CH:32]=[CH:31][CH:30]=5)[C:21]5[C:26]([C:27]=4[CH:28]=3)=[CH:25][CH:24]=[CH:23][CH:22]=5)[C:7]3[C:12]([C:13]=2[CH:14]=1)=[CH:11][C:10](Br)=[CH:9][CH:8]=3.[C:35]1([C:44]2[CH:49]=[CH:48][CH:47]=[CH:46][CH:45]=2)[CH:40]=[CH:39][CH:38]=[CH:37][C:36]=1B(O)O.C([O-])([O-])=O.[Na+].[Na+].CCO. The catalyst class is: 206. Product: [C:35]1([C:44]2[CH:45]=[CH:46][CH:47]=[CH:48][CH:49]=2)[CH:40]=[CH:39][CH:38]=[CH:37][C:36]=1[C:10]1[CH:9]=[CH:8][C:7]2[N:6]([C:16]3[CH:28]=[CH:27][C:19]4[N:20]([C:29]5[CH:30]=[CH:31][CH:32]=[CH:33][CH:34]=5)[C:21]5[C:22]([C:18]=4[CH:17]=3)=[CH:23][CH:24]=[CH:25][CH:26]=5)[C:5]3[C:4]([C:12]=2[CH:11]=1)=[CH:3][C:2]([Br:1])=[CH:14][CH:13]=3. (3) Reactant: [CH:1]1([C:4]2[N:9]=[C:8]([C:10]([NH:12][C:13]3[CH:14]=[N:15][N:16]([CH2:22][CH2:23][O:24]C4CCCCO4)[C:17]=3[C:18](=[O:21])[NH:19][CH3:20])=[O:11])[C:7]([NH:31][C:32]3[CH:33]=[N:34][CH:35]=[N:36][CH:37]=3)=[N:6][CH:5]=2)[CH2:3][CH2:2]1.C1(C)C=CC(S(O)(=O)=O)=CC=1. Product: [OH:24][CH2:23][CH2:22][N:16]1[C:17]([C:18](=[O:21])[NH:19][CH3:20])=[C:13]([NH:12][C:10]([C:8]2[C:7]([NH:31][C:32]3[CH:33]=[N:34][CH:35]=[N:36][CH:37]=3)=[N:6][CH:5]=[C:4]([CH:1]3[CH2:3][CH2:2]3)[N:9]=2)=[O:11])[CH:14]=[N:15]1. The catalyst class is: 5. (4) Reactant: [CH2:1]([N:5]1[C:9]([CH2:10][O:11][C:12]2[CH:17]=[CH:16][CH:15]=[CH:14][C:13]=2[CH2:18][C@@H:19]([O:25][C:26]2[C:27]3[C:34]([C:35]4[CH:40]=[CH:39][C:38]([O:41][CH2:42][CH2:43][N:44]5[CH2:49][CH2:48][N:47]([CH3:50])[CH2:46][CH2:45]5)=[C:37]([Cl:51])[C:36]=4[CH3:52])=[C:33](I)[S:32][C:28]=3[N:29]=[CH:30][N:31]=2)[C:20]([O:22][CH2:23][CH3:24])=[O:21])=[CH:8][CH:7]=[N:6]1)[CH2:2][CH2:3][CH3:4].[C:54]([Si](C)(C)C)#[CH:55].CCCC[N+](CCCC)(CCCC)CCCC.[F-]. Product: [CH2:1]([N:5]1[C:9]([CH2:10][O:11][C:12]2[CH:17]=[CH:16][CH:15]=[CH:14][C:13]=2[CH2:18][C@@H:19]([O:25][C:26]2[C:27]3[C:34]([C:35]4[CH:40]=[CH:39][C:38]([O:41][CH2:42][CH2:43][N:44]5[CH2:49][CH2:48][N:47]([CH3:50])[CH2:46][CH2:45]5)=[C:37]([Cl:51])[C:36]=4[CH3:52])=[C:33]([C:54]#[CH:55])[S:32][C:28]=3[N:29]=[CH:30][N:31]=2)[C:20]([O:22][CH2:23][CH3:24])=[O:21])=[CH:8][CH:7]=[N:6]1)[CH2:2][CH2:3][CH3:4]. The catalyst class is: 778. (5) Reactant: [H-].[Na+].[C:3]([C:5]1[C:10]([C:11]2[NH:15][CH:14]=[C:13]([CH2:16][N:17]([CH3:25])[C:18](=[O:24])[O:19][C:20]([CH3:23])([CH3:22])[CH3:21])[CH:12]=2)=[CH:9][CH:8]=[CH:7][N:6]=1)#[N:4].C1OCCOCCOCCOCCOC1.[S:41]1[CH:45]=[CH:44][C:43]([S:46](Cl)(=[O:48])=[O:47])=[CH:42]1.[Cl-].[NH4+]. Product: [C:3]([C:5]1[C:10]([C:11]2[N:15]([S:46]([C:43]3[CH:44]=[CH:45][S:41][CH:42]=3)(=[O:48])=[O:47])[CH:14]=[C:13]([CH2:16][N:17]([CH3:25])[C:18](=[O:24])[O:19][C:20]([CH3:21])([CH3:22])[CH3:23])[CH:12]=2)=[CH:9][CH:8]=[CH:7][N:6]=1)#[N:4]. The catalyst class is: 7. (6) Reactant: C([O:3][C:4]([C:6]1[CH:10]=[CH:9][N:8]([CH2:11][C:12]2[CH:17]=[CH:16][CH:15]=[CH:14][C:13]=2[O:18][CH3:19])[C:7]=1[C:20]1[CH:25]=[CH:24][CH:23]=[CH:22][CH:21]=1)=[O:5])C.[OH-].[Li+]. Product: [CH3:19][O:18][C:13]1[CH:14]=[CH:15][CH:16]=[CH:17][C:12]=1[CH2:11][N:8]1[CH:9]=[CH:10][C:6]([C:4]([OH:5])=[O:3])=[C:7]1[C:20]1[CH:21]=[CH:22][CH:23]=[CH:24][CH:25]=1. The catalyst class is: 8.